From a dataset of Retrosynthesis with 50K atom-mapped reactions and 10 reaction types from USPTO. Predict the reactants needed to synthesize the given product. (1) Given the product CC(=O)Nc1ccc(Sc2cnc(N)s2)cc1, predict the reactants needed to synthesize it. The reactants are: CC(=O)O.Nc1ccc(Sc2cnc(N)s2)cc1. (2) Given the product CC(C)(C)OC(=O)NCCCNc1c([N+](=O)[O-])c(Cl)nc2ccccc12, predict the reactants needed to synthesize it. The reactants are: CC(C)(C)OC(=O)NCCCN.O=[N+]([O-])c1c(Cl)nc2ccccc2c1Cl. (3) Given the product CCOc1cccc(O)c1-c1cc(C2CCCN(C(=O)OC(C)(C)C)C2)nc(N)n1, predict the reactants needed to synthesize it. The reactants are: CC(C)(C)OC(=O)N1CCCC(c2cc(-c3c(O)cccc3O)nc(N)n2)C1.CCI. (4) Given the product O=[N+]([O-])c1cccc(S(=O)(=O)CCN2CCC(Cc3ccccc3)CC2)c1, predict the reactants needed to synthesize it. The reactants are: CS(=O)(=O)OCCS(=O)(=O)c1cccc([N+](=O)[O-])c1.c1ccc(CC2CCNCC2)cc1. (5) Given the product N#Cc1ccc(N2CCC(C(=O)Nc3cccc(-c4noc(C(F)(F)F)n4)c3)C2)nc1, predict the reactants needed to synthesize it. The reactants are: N#Cc1ccc(N2CCC(C(=O)O)C2)nc1.Nc1cccc(-c2noc(C(F)(F)F)n2)c1. (6) Given the product CNCCOc1ccc2c(-c3ccc(C(F)(F)F)cc3)c(C)sc2c1, predict the reactants needed to synthesize it. The reactants are: CN.Cc1sc2cc(OCCOS(C)(=O)=O)ccc2c1-c1ccc(C(F)(F)F)cc1.